This data is from Catalyst prediction with 721,799 reactions and 888 catalyst types from USPTO. The task is: Predict which catalyst facilitates the given reaction. (1) Reactant: [Cl:1][C:2]1[CH:7]=[CH:6][CH:5]=[CH:4][C:3]=1[S:8]([N:11]([C@H:13]1[C:21]2[C:16](=[CH:17][CH:18]=[C:19]([C:22]([O:24]C)=[O:23])[CH:20]=2)[CH2:15][CH2:14]1)[CH3:12])(=[O:10])=[O:9].O[Li].O. Product: [Cl:1][C:2]1[CH:7]=[CH:6][CH:5]=[CH:4][C:3]=1[S:8]([N:11]([C@H:13]1[C:21]2[C:16](=[CH:17][CH:18]=[C:19]([C:22]([OH:24])=[O:23])[CH:20]=2)[CH2:15][CH2:14]1)[CH3:12])(=[O:9])=[O:10]. The catalyst class is: 200. (2) Product: [C:1]([NH:4][C@@H:5]([CH2:28][C:29]1[CH:34]=[C:33]([F:35])[CH:32]=[C:31]([F:36])[CH:30]=1)[C@@H:6]([C@H:8]1[CH2:17][C:16]2[C:11](=[C:12]([O:19][CH3:20])[CH:13]=[CH:14][C:15]=2[CH2:41][C:42]([CH3:45])([CH3:44])[CH3:43])[CH2:10][N:9]1[C:21]([O:23][C:24]([CH3:27])([CH3:26])[CH3:25])=[O:22])[OH:7])(=[O:3])[CH3:2]. Reactant: [C:1]([NH:4][C@@H:5]([CH2:28][C:29]1[CH:34]=[C:33]([F:35])[CH:32]=[C:31]([F:36])[CH:30]=1)[C@@H:6]([C@H:8]1[CH2:17][C:16]2[C:11](=[C:12]([O:19][CH3:20])[CH:13]=[CH:14][C:15]=2Br)[CH2:10][N:9]1[C:21]([O:23][C:24]([CH3:27])([CH3:26])[CH3:25])=[O:22])[OH:7])(=[O:3])[CH3:2].ClCCl.[I-].[CH2:41]([Zn+])[C:42]([CH3:45])([CH3:44])[CH3:43].[Cl-].[NH4+]. The catalyst class is: 54. (3) Reactant: [CH2:1]([N:8]1[C:12]([C:13]([F:16])([F:15])[F:14])=[CH:11][C:10]([C:17]2[CH:22]=[CH:21][C:20]([Cl:23])=[CH:19][CH:18]=2)=[C:9]1[C:24]([N:26]([CH2:28][C:29]([C:32](=[O:34])[NH2:33])([CH3:31])[CH3:30])[CH3:27])=[O:25])[C:2]1[CH:7]=[CH:6][CH:5]=[CH:4][CH:3]=1.CCN(CC)CC.C1C=CC(P([N:56]=[N+:57]=[N-])(C2C=CC=CC=2)=O)=CC=1. Product: [CH2:1]([N:8]1[C:12]([C:13]([F:14])([F:15])[F:16])=[CH:11][C:10]([C:17]2[CH:22]=[CH:21][C:20]([Cl:23])=[CH:19][CH:18]=2)=[C:9]1[C:24]([N:26]([CH2:28][C:29]([CH3:31])([CH3:30])[C:32]([N:33]=[N+:56]=[N-:57])=[O:34])[CH3:27])=[O:25])[C:2]1[CH:7]=[CH:6][CH:5]=[CH:4][CH:3]=1. The catalyst class is: 11.